From a dataset of Forward reaction prediction with 1.9M reactions from USPTO patents (1976-2016). Predict the product of the given reaction. (1) Given the reactants [Cl:1][C:2]1[CH:3]=[C:4]([C:8]2[C:17]3[C:12](=[CH:13][CH:14]=[C:15]([C:18](=[O:27])[C:19]4[CH:24]=[CH:23][C:22]([O:25][CH3:26])=[CH:21][CH:20]=4)[CH:16]=3)[NH:11][C:10](=O)[N:9]=2)[CH:5]=[CH:6][CH:7]=1.P(Cl)(Cl)([Cl:31])=O, predict the reaction product. The product is: [Cl:31][C:10]1[N:9]=[C:8]([C:4]2[CH:5]=[CH:6][CH:7]=[C:2]([Cl:1])[CH:3]=2)[C:17]2[C:12](=[CH:13][CH:14]=[C:15]([C:18]([C:19]3[CH:24]=[CH:23][C:22]([O:25][CH3:26])=[CH:21][CH:20]=3)=[O:27])[CH:16]=2)[N:11]=1. (2) Given the reactants [Cl:1][C:2]1[CH:7]=[CH:6][C:5]([C:8]2[N:12]([C:13]3[CH:18]=[CH:17][CH:16]=[CH:15][C:14]=3[O:19][CH3:20])[N:11]=[C:10](B3OC(C)(C)C(C)(C)O3)[CH:9]=2)=[CH:4][CH:3]=1.C([O-])([O-])=[O:31].[Na+].[Na+].CCO.[C:39]1([CH3:45])[CH:44]=[CH:43][CH:42]=[CH:41][CH:40]=1, predict the reaction product. The product is: [Cl:1][C:2]1[CH:7]=[CH:6][C:5]([C:8]2[N:12]([C:13]3[CH:18]=[CH:17][CH:16]=[CH:15][C:14]=3[O:19][CH3:20])[N:11]=[C:10]([C:41]3[CH2:40][C@H:39]([CH3:45])[O:31][C@@H:43]([CH3:44])[CH:42]=3)[CH:9]=2)=[CH:4][CH:3]=1.